From a dataset of Catalyst prediction with 721,799 reactions and 888 catalyst types from USPTO. Predict which catalyst facilitates the given reaction. (1) Reactant: [CH3:1][Sn:2]([CH3:8])([CH3:7])[Sn:2]([CH3:8])([CH3:7])[CH3:1].Cl[C:10]1[CH:11]=[C:12]([CH:17]=[C:18]([CH3:20])[N:19]=1)[C:13]([O:15][CH3:16])=[O:14].CCOC(C)=O.O. Product: [CH3:20][C:18]1[CH:17]=[C:12]([CH:11]=[C:10]([Sn:2]([CH3:8])([CH3:7])[CH3:1])[N:19]=1)[C:13]([O:15][CH3:16])=[O:14]. The catalyst class is: 77. (2) Reactant: [CH3:1][O:2][C:3]1[CH:4]=[C:5]2[O:9][C:8]([C:10]3[N:11]=[C:12]4[N:16]([CH:17]=3)[N:15]=[C:14]([O:18][CH3:19])[S:13]4)=[CH:7][C:6]2=[C:20]([OH:22])[CH:21]=1.[CH3:23][O:24][C:25]1([C:31]2[S:32][CH:33]=[C:34]([CH2:36]O)[N:35]=2)[CH2:30][CH2:29][O:28][CH2:27][CH2:26]1.C(P(CCCC)CCCC)CCC.N(C(N1CCCCC1)=O)=NC(N1CCCCC1)=O. Product: [CH3:19][O:18][C:14]1[S:13][C:12]2=[N:11][C:10]([C:8]3[O:9][C:5]4[CH:4]=[C:3]([O:2][CH3:1])[CH:21]=[C:20]([O:22][CH2:36][C:34]5[N:35]=[C:31]([C:25]6([O:24][CH3:23])[CH2:30][CH2:29][O:28][CH2:27][CH2:26]6)[S:32][CH:33]=5)[C:6]=4[CH:7]=3)=[CH:17][N:16]2[N:15]=1. The catalyst class is: 49. (3) Reactant: [Cl:1][C:2]1[CH:18]=[CH:17][C:5]([C:6]([C:8]2[CH:16]=[CH:15][CH:14]=[CH:13][C:9]=2[C:10]([OH:12])=[O:11])=O)=[CH:4][C:3]=1[N+:19]([O-:21])=[O:20].N1C=CC=CC=1.N1C(F)=NC(F)=NC=1[F:30].O. Product: [Cl:1][C:2]1[CH:18]=[CH:17][C:5]([C:6]2([F:30])[C:8]3[CH:16]=[CH:15][CH:14]=[CH:13][C:9]=3[C:10](=[O:12])[O:11]2)=[CH:4][C:3]=1[N+:19]([O-:21])=[O:20]. The catalyst class is: 4. (4) Reactant: [C:1]([CH2:6][C:7]([O:9][CH3:10])=[O:8])(=[O:5])[CH:2]([CH3:4])[CH3:3].[F:11][C:12]1[CH:19]=[CH:18][C:15]([C:16]#[N:17])=[CH:14][CH:13]=1.[Sn](Cl)(Cl)(Cl)Cl.O. Product: [NH2:17][C:16](=[C:6]([C:1](=[O:5])[CH:2]([CH3:4])[CH3:3])[C:7]([O:9][CH3:10])=[O:8])[C:15]1[CH:18]=[CH:19][C:12]([F:11])=[CH:13][CH:14]=1. The catalyst class is: 133. (5) Product: [F:65][C:59]1[C:60]([F:64])=[CH:61][CH:62]=[CH:63][C:58]=1[CH2:57][S:56][C:54]1[N:55]=[C:50]([NH:8][S:5]([N:1]2[CH2:4][CH2:3][CH2:2]2)(=[O:7])=[O:6])[CH:51]=[C:52]([O:66][C@H:67]([CH3:71])[C@H:68]([OH:70])[CH3:69])[N:53]=1. Reactant: [N:1]1([S:5]([NH2:8])(=[O:7])=[O:6])[CH2:4][CH2:3][CH2:2]1.C1(P(C2CCCCC2)C2C=CC=CC=2C2C(C(C)C)=CC(C(C)C)=CC=2C(C)C)CCCCC1.C(=O)([O-])[O-].[Cs+].[Cs+].Cl[C:50]1[N:55]=[C:54]([S:56][CH2:57][C:58]2[CH:63]=[CH:62][CH:61]=[C:60]([F:64])[C:59]=2[F:65])[N:53]=[C:52]([O:66][C@H:67]([CH3:71])[C@H:68]([OH:70])[CH3:69])[CH:51]=1. The catalyst class is: 62.